This data is from Full USPTO retrosynthesis dataset with 1.9M reactions from patents (1976-2016). The task is: Predict the reactants needed to synthesize the given product. (1) Given the product [Br:42][C:9]1[CH:8]=[C:7]([CH:12]=[C:11]([O:13][CH2:14][CH2:15][CH2:16][CH2:17][CH2:18][CH2:19][C:20]2[CH:25]=[CH:24][CH:23]=[C:22]([O:26][CH2:27][CH2:28][CH2:29][C:30]([O:32][CH2:33][CH3:34])=[O:31])[C:21]=2[CH2:35][CH2:36][C:37]([O:39][CH2:40][CH3:41])=[O:38])[CH:10]=1)[C:6]([OH:43])=[O:5], predict the reactants needed to synthesize it. The reactants are: C([O:5][C:6](=[O:43])[C:7]1[CH:12]=[C:11]([O:13][CH2:14][CH2:15][CH2:16][CH2:17][CH2:18][CH2:19][C:20]2[CH:25]=[CH:24][CH:23]=[C:22]([O:26][CH2:27][CH2:28][CH2:29][C:30]([O:32][CH2:33][CH3:34])=[O:31])[C:21]=2[CH2:35][CH2:36][C:37]([O:39][CH2:40][CH3:41])=[O:38])[CH:10]=[C:9]([Br:42])[CH:8]=1)(C)(C)C.FC(F)(F)C(O)=O. (2) Given the product [Cl:1][C:2]1[CH:10]=[C:9]2[C:5]([C:6]([I:18])=[N:7][NH:8]2)=[CH:4][CH:3]=1, predict the reactants needed to synthesize it. The reactants are: [Cl:1][C:2]1[CH:10]=[C:9]2[C:5]([CH:6]=[N:7][NH:8]2)=[CH:4][CH:3]=1.C1C(=O)N([I:18])C(=O)C1. (3) Given the product [CH2:1]([O:3][C:4](=[O:14])[CH2:5][C:6]1[CH:11]=[CH:10][C:9]([Cl:12])=[C:8]([O:13][C:22]2[CH:23]=[CH:24][C:19]([S:16]([CH3:15])(=[O:18])=[O:17])=[CH:20][C:21]=2[Cl:26])[CH:7]=1)[CH3:2], predict the reactants needed to synthesize it. The reactants are: [CH2:1]([O:3][C:4](=[O:14])[CH2:5][C:6]1[CH:11]=[CH:10][C:9]([Cl:12])=[C:8]([OH:13])[CH:7]=1)[CH3:2].[CH3:15][S:16]([C:19]1[CH:24]=[CH:23][C:22](F)=[C:21]([Cl:26])[CH:20]=1)(=[O:18])=[O:17].C(=O)([O-])[O-].[Cs+].[Cs+].CN1C(=O)CCC1. (4) Given the product [CH3:1][O:2][C:3]1[CH:4]=[C:5]([CH2:6][CH2:7][C:8]2[N:9]=[C:10]3[CH:16]=[C:15]([C:17]([NH:37][CH3:36])=[O:18])[NH:14][C:11]3=[N:12][CH:13]=2)[CH:29]=[C:30]([O:32][CH3:33])[CH:31]=1, predict the reactants needed to synthesize it. The reactants are: [CH3:1][O:2][C:3]1[CH:4]=[C:5]([CH:29]=[C:30]([O:32][CH3:33])[CH:31]=1)[CH2:6][CH2:7][C:8]1[N:9]=[C:10]2[CH:16]=[C:15]([C:17](O)=[O:18])[N:14](S(C3C=CC=CC=3)(=O)=O)[C:11]2=[N:12][CH:13]=1.CN.[CH3:36][N:37](C(ON1N=NC2C=CC=NC1=2)=[N+](C)C)C.F[P-](F)(F)(F)(F)F.C(N(CC)C(C)C)(C)C.C(=O)([O-])[O-].[K+].[K+]. (5) Given the product [CH3:11][O:12][C:13]1[CH:18]=[CH:17][C:16]([CH2:19][NH:20][CH2:2][C:3]#[N:4])=[CH:15][CH:14]=1, predict the reactants needed to synthesize it. The reactants are: Cl[CH2:2][C:3]#[N:4].C(=O)([O-])[O-].[K+].[K+].[CH3:11][O:12][C:13]1[CH:18]=[CH:17][C:16]([CH2:19][NH2:20])=[CH:15][CH:14]=1. (6) Given the product [CH2:40]([NH:39][C:37]([NH:36][C:24]1[N:23]=[CH:22][C:21]([C:17]2[CH:18]=[N:19][CH:20]=[C:15]([C:13]3[O:14][CH2:8][C:9](=[O:10])[NH:11][N:12]=3)[CH:16]=2)=[C:26]([C:27]2[S:28][CH:29]=[C:30]([C:32]([F:35])([F:34])[F:33])[N:31]=2)[CH:25]=1)=[O:38])[CH3:41], predict the reactants needed to synthesize it. The reactants are: C(=O)([O-])[O-].[K+].[K+].Cl[CH2:8][C:9]([NH:11][NH:12][C:13]([C:15]1[CH:16]=[C:17]([C:21]2[CH:22]=[N:23][C:24]([NH:36][C:37]([NH:39][CH2:40][CH3:41])=[O:38])=[CH:25][C:26]=2[C:27]2[S:28][CH:29]=[C:30]([C:32]([F:35])([F:34])[F:33])[N:31]=2)[CH:18]=[N:19][CH:20]=1)=[O:14])=[O:10]. (7) Given the product [Cl:3][C:4]1[CH:5]=[CH:6][C:7]([CH2:8][NH:9][C:10]([C:12]2([NH2:18])[CH2:13][CH2:14][N:15]([C:22]3[N:30]=[CH:29][N:28]=[C:27]4[C:23]=3[NH:24][C:25](=[O:31])[NH:26]4)[CH2:16][CH2:17]2)=[O:11])=[CH:19][CH:20]=1, predict the reactants needed to synthesize it. The reactants are: Cl.Cl.[Cl:3][C:4]1[CH:20]=[CH:19][C:7]([CH2:8][NH:9][C:10]([C:12]2([NH2:18])[CH2:17][CH2:16][NH:15][CH2:14][CH2:13]2)=[O:11])=[CH:6][CH:5]=1.Cl[C:22]1[N:30]=[CH:29][N:28]=[C:27]2[C:23]=1[NH:24][C:25](=[O:31])[NH:26]2.C(N(CC)CC)C. (8) The reactants are: [Cl:1][C:2]1[CH:7]=[C:6](F)[CH:5]=[CH:4][C:3]=1[S:9]([C@H:12]1[CH2:16][CH2:15][N:14]([C:17]2[N:22]=[C:21]([C:23]#[N:24])[CH:20]=[CH:19][N:18]=2)[CH2:13]1)(=[O:11])=[O:10].[CH3:25][N:26]1[CH2:31][CH2:30][NH:29][CH2:28][CH2:27]1.CCN(C(C)C)C(C)C. Given the product [Cl:1][C:2]1[CH:7]=[C:6]([N:29]2[CH2:30][CH2:31][N:26]([CH3:25])[CH2:27][CH2:28]2)[CH:5]=[CH:4][C:3]=1[S:9]([C@H:12]1[CH2:16][CH2:15][N:14]([C:17]2[N:22]=[C:21]([C:23]#[N:24])[CH:20]=[CH:19][N:18]=2)[CH2:13]1)(=[O:11])=[O:10], predict the reactants needed to synthesize it.